Dataset: Reaction yield outcomes from USPTO patents with 853,638 reactions. Task: Predict the reaction yield, written as a fraction of the theoretical maximum amount of product (1.0 means a 100% yield; for example, 0.34 means a 34% yield). (1) The reactants are [OH:1][C@@H:2]1[CH2:6][N:5]([C:7]([O:9][CH2:10][C:11]2[CH:16]=[CH:15][CH:14]=[CH:13][CH:12]=2)=[O:8])[C@@H:4]([C:17]([O:19][CH3:20])=[O:18])[CH2:3]1.[C:21]1([CH3:31])[CH:26]=[CH:25][C:24]([S:27](Cl)(=[O:29])=[O:28])=[CH:23][CH:22]=1. The catalyst is CN(C1C=CN=CC=1)C.C(Cl)(Cl)Cl. The product is [CH3:31][C:21]1[CH:26]=[CH:25][C:24]([S:27]([O:1][C@H:2]2[CH2:3][C@H:4]([C:17]([O:19][CH3:20])=[O:18])[N:5]([C:7]([O:9][CH2:10][C:11]3[CH:12]=[CH:13][CH:14]=[CH:15][CH:16]=3)=[O:8])[CH2:6]2)(=[O:29])=[O:28])=[CH:23][CH:22]=1. The yield is 0.950. (2) The reactants are [CH3:1][N:2]([CH3:8])[C:3]([N:5]([CH3:7])[CH3:6])=[NH:4].C([Li])CCC.[CH2:14]([O:16][Si:17](OCC)([O:21][CH2:22][CH3:23])[O:18][CH2:19][CH3:20])[CH3:15]. The catalyst is CCCCCC. The product is [CH2:14]([O:16][SiH:17]([O:21][CH2:22][CH3:23])[O:18][CH2:19][CH3:20])[CH3:15].[CH3:1][N:2]([CH3:8])[C:3]([N:5]([CH3:7])[CH3:6])=[NH:4]. The yield is 0.740. (3) The reactants are [OH:1][CH:2]([C:5]1[C:26]([CH3:27])=[CH:25][C:8]([O:9][CH2:10][C:11]2[CH:16]=[CH:15][CH:14]=[CH:13][C:12]=2/[C:17](=[CH:22]\[O:23][CH3:24])/[C:18]([O:20][CH3:21])=[O:19])=[C:7]([CH3:28])[CH:6]=1)[CH2:3][CH3:4].[Cr](O[Cr]([O-])(=O)=O)([O-])(=O)=O.[NH+]1C=CC=CC=1.[NH+]1C=CC=CC=1. The catalyst is ClCCl. The product is [CH3:28][C:7]1[CH:6]=[C:5]([C:2](=[O:1])[CH2:3][CH3:4])[C:26]([CH3:27])=[CH:25][C:8]=1[O:9][CH2:10][C:11]1[CH:16]=[CH:15][CH:14]=[CH:13][C:12]=1/[C:17](=[CH:22]\[O:23][CH3:24])/[C:18]([O:20][CH3:21])=[O:19]. The yield is 0.710. (4) The reactants are [CH3:1][O:2][C:3]1[CH:17]=[CH:16][C:6]([CH2:7][N:8]2[CH:12]=[C:11]([C:13](O)=[O:14])[CH:10]=[N:9]2)=[CH:5][CH:4]=1.C(Cl)(=O)C([Cl:21])=O. The catalyst is CN(C=O)C. The product is [CH3:1][O:2][C:3]1[CH:17]=[CH:16][C:6]([CH2:7][N:8]2[CH:12]=[C:11]([C:13]([Cl:21])=[O:14])[CH:10]=[N:9]2)=[CH:5][CH:4]=1. The yield is 0.990. (5) The reactants are [Cl:1][C:2]1[N:7]=[C:6]([C:8]2[CH:14]=[CH:13][C:11]([NH2:12])=[CH:10][CH:9]=2)[CH:5]=[CH:4][N:3]=1.[C:15](Cl)(=[O:19])[CH:16]([CH3:18])[CH3:17].CCN(CC)CC. The catalyst is C(Cl)Cl. The product is [Cl:1][C:2]1[N:7]=[C:6]([C:8]2[CH:14]=[CH:13][C:11]([NH:12][C:15](=[O:19])[CH:16]([CH3:18])[CH3:17])=[CH:10][CH:9]=2)[CH:5]=[CH:4][N:3]=1. The yield is 1.00.